From a dataset of Forward reaction prediction with 1.9M reactions from USPTO patents (1976-2016). Predict the product of the given reaction. (1) Given the reactants [Cl:1][C:2]1[N:7]=[C:6]([C:8]#[C:9][C:10]2[CH:11]=[C:12]([NH:16][C:17](=[O:22])[C:18]([F:21])([F:20])[F:19])[CH:13]=[CH:14][CH:15]=2)[CH:5]=[CH:4][N:3]=1.[N+]([O-])([O-])=O.[NH2:27][N+:28]1[CH:33]=[CH:32][CH:31]=[C:30]([F:34])[CH:29]=1.C(=O)([O-])[O-].[K+].[K+].[Li+].[Cl-], predict the reaction product. The product is: [Cl:1][C:2]1[N:7]=[C:6]([C:8]2[C:9]([C:10]3[CH:11]=[C:12]([NH:16][C:17](=[O:22])[C:18]([F:19])([F:20])[F:21])[CH:13]=[CH:14][CH:15]=3)=[N:27][N:28]3[CH:29]=[C:30]([F:34])[CH:31]=[CH:32][C:33]=23)[CH:5]=[CH:4][N:3]=1. (2) Given the reactants Br[CH2:2][C:3]1[C:12]2[C:7](=[C:8]([F:14])[C:9]([F:13])=[CH:10][CH:11]=2)[NH:6][C:5](=[O:15])[CH:4]=1.[N:16]1[CH:21]=[CH:20][CH:19]=[CH:18][C:17]=1[C:22]1[NH:26][C:25]2[CH:27]=[CH:28][CH:29]=[CH:30][C:24]=2[N:23]=1, predict the reaction product. The product is: [F:13][C:9]1[C:8]([F:14])=[C:7]2[C:12]([C:3]([CH2:2][N:23]3[C:24]4[CH:30]=[CH:29][CH:28]=[CH:27][C:25]=4[N:26]=[C:22]3[C:17]3[CH:18]=[CH:19][CH:20]=[CH:21][N:16]=3)=[CH:4][C:5](=[O:15])[NH:6]2)=[CH:11][CH:10]=1. (3) Given the reactants N1C2C(=CC=C3C=2N=CC=C3)C=CC=1.C(=CC(/C=C/C1C=CC=CC=1)=O)C1C=CC=CC=1.C(=O)([O-])[O-].[Cs+].[Cs+].[N:39]1[CH:44]=[CH:43][CH:42]=[CH:41][C:40]=1[C:45]1[N:46]=[CH:47][NH:48][CH:49]=1.I[C:51]1[CH:52]=[C:53]([CH:56]=[CH:57][CH:58]=1)[C:54]#[N:55], predict the reaction product. The product is: [N:39]1[CH:44]=[CH:43][CH:42]=[CH:41][C:40]=1[C:45]1[N:46]=[CH:47][N:48]([C:51]2[CH:58]=[CH:57][CH:56]=[C:53]([C:54]#[N:55])[CH:52]=2)[CH:49]=1. (4) The product is: [NH2:14][C:9]1[CH:10]=[CH:11][CH:12]=[C:13]2[C:8]=1[C:7](=[O:17])[C:6]1([NH:18][C:19]([C:21]3[O:22][C:23]4[CH:30]=[CH:29][CH:28]=[CH:27][C:24]=4[C:25]=3[CH3:26])=[O:20])[C:5]3[CH:31]=[CH:32][C:33]([CH:35]([CH3:37])[CH3:36])=[CH:34][C:4]=3[O:3][C:2]12[OH:1]. Given the reactants [OH:1][C:2]12[C:13]3[C:8](=[C:9]([N+:14]([O-])=O)[CH:10]=[CH:11][CH:12]=3)[C:7](=[O:17])[C:6]1([NH:18][C:19]([C:21]1[O:22][C:23]3[CH:30]=[CH:29][CH:28]=[CH:27][C:24]=3[C:25]=1[CH3:26])=[O:20])[C:5]1[CH:31]=[CH:32][C:33]([CH:35]([CH3:37])[CH3:36])=[CH:34][C:4]=1[O:3]2.C(O)C, predict the reaction product. (5) Given the reactants Cl[C:2]1C=CC=C(C(OO)=O)C=1.[F:12][CH:13]([F:24])[O:14][C:15]1[CH:16]=[C:17]([CH3:23])[C:18](SC)=[N:19][CH:20]=1.C(=O)(O)[O-].[Na+].[S:30]([O-:33])([O-])=[O:31].[Na+].[Na+], predict the reaction product. The product is: [F:24][CH:13]([F:12])[O:14][C:15]1[CH:16]=[C:17]([CH3:23])[C:18]([S:30]([CH3:2])(=[O:33])=[O:31])=[N:19][CH:20]=1. (6) Given the reactants [OH:1][C:2]([CH3:22])([CH3:21])[CH2:3][C:4]1[CH:9]=[CH:8][C:7]([NH:10]C(=O)OCC2C=CC=CC=2)=[CH:6][CH:5]=1, predict the reaction product. The product is: [NH2:10][C:7]1[CH:6]=[CH:5][C:4]([CH2:3][C:2]([CH3:22])([OH:1])[CH3:21])=[CH:9][CH:8]=1. (7) Given the reactants [CH2:1]([O:5][CH2:6][CH2:7][O:8][CH2:9][CH2:10]O)[CH2:2][CH2:3][CH3:4].[CH2:12]([O:19][C:20]1[CH:29]=[CH:28][CH:27]=[C:26]2[C:21]=1[CH2:22][CH2:23][CH2:24][CH:25]2[C:30]([N:32]([C:39]1[CH:40]=[N:41][C:42]([CH:45]([CH3:47])[CH3:46])=[CH:43][CH:44]=1)[CH2:33][C:34]1[CH:35]=[N:36][NH:37][CH:38]=1)=[O:31])[C:13]1[CH:18]=[CH:17][CH:16]=[CH:15][CH:14]=1, predict the reaction product. The product is: [CH2:12]([O:19][C:20]1[CH:29]=[CH:28][CH:27]=[C:26]2[C:21]=1[CH2:22][CH2:23][CH2:24][CH:25]2[C:30]([N:32]([CH2:33][C:34]1[CH:35]=[N:36][N:37]([CH2:10][CH2:9][O:8][CH2:7][CH2:6][O:5][CH2:1][CH2:2][CH2:3][CH3:4])[CH:38]=1)[C:39]1[CH:40]=[N:41][C:42]([CH:45]([CH3:47])[CH3:46])=[CH:43][CH:44]=1)=[O:31])[C:13]1[CH:14]=[CH:15][CH:16]=[CH:17][CH:18]=1.